From a dataset of Peptide-MHC class I binding affinity with 185,985 pairs from IEDB/IMGT. Regression. Given a peptide amino acid sequence and an MHC pseudo amino acid sequence, predict their binding affinity value. This is MHC class I binding data. (1) The peptide sequence is YAEGDVVVF. The MHC is HLA-A69:01 with pseudo-sequence HLA-A69:01. The binding affinity (normalized) is 0.0847. (2) The peptide sequence is MLYPLLWMF. The MHC is HLA-B58:01 with pseudo-sequence HLA-B58:01. The binding affinity (normalized) is 0.295. (3) The peptide sequence is LLEGEEERL. The MHC is HLA-A68:02 with pseudo-sequence HLA-A68:02. The binding affinity (normalized) is 0. (4) The peptide sequence is AVSSGKNIK. The MHC is HLA-A02:01 with pseudo-sequence HLA-A02:01. The binding affinity (normalized) is 0. (5) The peptide sequence is ISDYYSRLS. The MHC is HLA-A01:01 with pseudo-sequence HLA-A01:01. The binding affinity (normalized) is 0.300. (6) The peptide sequence is PPIPVGDIY. The MHC is HLA-A68:02 with pseudo-sequence HLA-A68:02. The binding affinity (normalized) is 0. (7) The peptide sequence is MQQGRFPPL. The MHC is HLA-B08:01 with pseudo-sequence HLA-B08:01. The binding affinity (normalized) is 0.461.